This data is from Reaction yield outcomes from USPTO patents with 853,638 reactions. The task is: Predict the reaction yield, written as a fraction of the theoretical maximum amount of product (1.0 means a 100% yield; for example, 0.34 means a 34% yield). (1) The reactants are [NH2:1][C:2]1[CH:3]=[C:4]([CH:7]=[C:8]([C:10]([F:13])([F:12])[F:11])[CH:9]=1)[C:5]#[N:6].Cl[C:15]1[CH:16]=[C:17]([N:26]([CH:36]([CH3:38])[CH3:37])CC2C=CC(OC)=CC=2)[C:18]2[N:19]([C:21]([C:24]#[N:25])=[CH:22][N:23]=2)[N:20]=1.C(=O)([O-])[O-].[Cs+].[Cs+].CC1(C)C2C(=C(P(C3C=CC=CC=3)C3C=CC=CC=3)C=CC=2)OC2C(P(C3C=CC=CC=3)C3C=CC=CC=3)=CC=CC1=2.C([SiH](CC)CC)C.C(O)(C(F)(F)F)=O. The catalyst is CC(N(C)C)=O.[Cu]I.C1C=CC(/C=C/C(/C=C/C2C=CC=CC=2)=O)=CC=1.C1C=CC(/C=C/C(/C=C/C2C=CC=CC=2)=O)=CC=1.C1C=CC(/C=C/C(/C=C/C2C=CC=CC=2)=O)=CC=1.[Pd].[Pd].CO. The product is [C:5]([C:4]1[CH:3]=[C:2]([NH:1][C:15]2[CH:16]=[C:17]([NH:26][CH:36]([CH3:38])[CH3:37])[C:18]3[N:19]([C:21]([C:24]#[N:25])=[CH:22][N:23]=3)[N:20]=2)[CH:9]=[C:8]([C:10]([F:11])([F:12])[F:13])[CH:7]=1)#[N:6]. The yield is 0.683. (2) The reactants are [NH2:1][C:2]1[C:11]2[C:6](=[C:7](Br)[CH:8]=[CH:9][CH:10]=2)[N:5]=[N:4][C:3]=1[C:13]([NH2:15])=[O:14].[C:16]1([C:22]2[NH:26][C:25]3[CH:27]=[C:28](B4OC(C)(C)C(C)(C)O4)[CH:29]=[CH:30][C:24]=3[N:23]=2)[CH:21]=[CH:20][CH:19]=[CH:18][CH:17]=1.C([O-])(O)=O.[Na+]. The catalyst is C1C=CC(P(C2C=CC=CC=2)[C-]2C=CC=C2)=CC=1.C1C=CC(P(C2C=CC=CC=2)[C-]2C=CC=C2)=CC=1.Cl[Pd]Cl.[Fe+2].O1CCOCC1. The product is [NH2:1][C:2]1[C:11]2[C:6](=[C:7]([C:29]3[CH:28]=[CH:27][C:25]4[N:26]=[C:22]([C:16]5[CH:17]=[CH:18][CH:19]=[CH:20][CH:21]=5)[NH:23][C:24]=4[CH:30]=3)[CH:8]=[CH:9][CH:10]=2)[N:5]=[N:4][C:3]=1[C:13]([NH2:15])=[O:14]. The yield is 0.320. (3) The reactants are [Cl:1][C:2]1[N:6](C)[C:5]2[CH:8]=[C:9](C#N)[CH:10]=[CH:11][C:4]=2[N:3]=1.CN1C2C=C(C#N)C=CC=2NC1=O. The catalyst is O=P(Cl)(Cl)Cl. The product is [Cl:1][C:2]1[NH:3][C:4]2[CH:11]=[CH:10][CH:9]=[CH:8][C:5]=2[N:6]=1. The yield is 0.800.